Regression. Given a peptide amino acid sequence and an MHC pseudo amino acid sequence, predict their binding affinity value. This is MHC class I binding data. From a dataset of Peptide-MHC class I binding affinity with 185,985 pairs from IEDB/IMGT. (1) The peptide sequence is GSGDDTWLI. The MHC is HLA-B27:03 with pseudo-sequence HLA-B27:03. The binding affinity (normalized) is 0.0847. (2) The peptide sequence is IMIPNSTVL. The MHC is H-2-Kb with pseudo-sequence H-2-Kb. The binding affinity (normalized) is 0.373.